Dataset: Full USPTO retrosynthesis dataset with 1.9M reactions from patents (1976-2016). Task: Predict the reactants needed to synthesize the given product. Given the product [CH2:1]([N:8]([CH2:19][C:20]1[CH:21]=[CH:22][CH:23]=[CH:24][CH:25]=1)[CH:9]([CH3:18])[C:10]([C:11]1([C:12]([O:14][CH2:15][CH3:16])=[O:13])[CH2:28][CH2:27]1)=[O:17])[C:2]1[CH:3]=[CH:4][CH:5]=[CH:6][CH:7]=1, predict the reactants needed to synthesize it. The reactants are: [CH2:1]([N:8]([CH2:19][C:20]1[CH:25]=[CH:24][CH:23]=[CH:22][CH:21]=1)[C@@H:9]([CH3:18])[C:10](=[O:17])[CH2:11][C:12]([O:14][CH2:15][CH3:16])=[O:13])[C:2]1[CH:7]=[CH:6][CH:5]=[CH:4][CH:3]=1.Br[CH2:27][CH2:28]Br.C(=O)([O-])[O-].[K+].[K+].O.